From a dataset of Catalyst prediction with 721,799 reactions and 888 catalyst types from USPTO. Predict which catalyst facilitates the given reaction. (1) The catalyst class is: 16. Reactant: Cl.[CH3:2][O:3][C:4]1[CH:9]=[CH:8][CH:7]=[CH:6][C:5]=1[N:10]1[CH2:15][CH2:14][NH:13][CH2:12][CH2:11]1.[OH-].[Na+].Br[CH2:19][CH2:20][Cl:21].C(OCC)(=O)C.ClCCl. Product: [Cl:21][CH2:20][CH2:19][N:13]1[CH2:14][CH2:15][N:10]([C:5]2[CH:6]=[CH:7][CH:8]=[CH:9][C:4]=2[O:3][CH3:2])[CH2:11][CH2:12]1. (2) Reactant: FC(F)(F)S(O[C:7]1[CH2:12][O:11][CH2:10][CH2:9][C:8]=1[C:13]([O:15][CH2:16][CH3:17])=[O:14])(=O)=O.[C:20]1(B(O)O)[CH:25]=[CH:24][CH:23]=[CH:22][CH:21]=1.C([O-])([O-])=O.[Na+].[Na+]. Product: [C:20]1([C:7]2[CH2:12][O:11][CH2:10][CH2:9][C:8]=2[C:13]([O:15][CH2:16][CH3:17])=[O:14])[CH:25]=[CH:24][CH:23]=[CH:22][CH:21]=1. The catalyst class is: 117. (3) Reactant: [NH2:1][C:2]1[CH:3]=[CH:4][C:5]([N:10]2[CH2:15][CH2:14][O:13][CH2:12][CH2:11]2)=[C:6]([CH2:8][OH:9])[CH:7]=1.[Cl:16][C:17]1[C:26]2[C:21](=[CH:22][C:23]([Cl:27])=[CH:24][CH:25]=2)[N:20]=[CH:19][CH:18]=1. Product: [ClH:16].[Cl:27][C:23]1[CH:22]=[C:21]2[C:26]([C:17]([NH:1][C:2]3[CH:3]=[CH:4][C:5]([N:10]4[CH2:15][CH2:14][O:13][CH2:12][CH2:11]4)=[C:6]([CH2:8][OH:9])[CH:7]=3)=[CH:18][CH:19]=[N:20]2)=[CH:25][CH:24]=1. The catalyst class is: 709. (4) Reactant: C([O:3][C:4](=[O:47])[CH2:5][CH2:6][CH2:7][O:8][C:9]1[CH:14]=[CH:13][CH:12]=[C:11]([CH2:15][CH2:16][CH2:17][CH2:18][CH2:19][CH2:20][O:21][C:22]2[CH:27]=[C:26]([O:28][CH2:29][CH3:30])[CH:25]=[C:24]([C:31]3[CH:39]=[CH:38][C:34]4[O:35][CH2:36][O:37][C:33]=4[CH:32]=3)[CH:23]=2)[C:10]=1[CH2:40][CH2:41][C:42]([O:44]CC)=[O:43])C.[OH-].[Na+]. Product: [O:35]1[C:34]2[CH:38]=[CH:39][C:31]([C:24]3[CH:23]=[C:22]([CH:27]=[C:26]([O:28][CH2:29][CH3:30])[CH:25]=3)[O:21][CH2:20][CH2:19][CH2:18][CH2:17][CH2:16][CH2:15][C:11]3[C:10]([CH2:40][CH2:41][C:42]([OH:44])=[O:43])=[C:9]([CH:14]=[CH:13][CH:12]=3)[O:8][CH2:7][CH2:6][CH2:5][C:4]([OH:47])=[O:3])=[CH:32][C:33]=2[O:37][CH2:36]1. The catalyst class is: 219. (5) Reactant: Cl[C:2]1[N:7]=[CH:6][N:5]=[C:4]([CH2:8][O:9][C:10](=[O:16])[CH2:11][CH2:12][CH2:13][CH2:14][CH3:15])[CH:3]=1.[CH2:17]([O:19][C:20]([C:22]1[C:23]2[CH:30]=[CH:29][C:28]([OH:31])=[CH:27][C:24]=2[S:25][CH:26]=1)=[O:21])[CH3:18].[O-]P([O-])([O-])=O.[K+].[K+].[K+]. Product: [CH2:17]([O:19][C:20]([C:22]1[C:23]2[CH:30]=[CH:29][C:28]([O:31][C:2]3[N:7]=[CH:6][N:5]=[C:4]([CH2:8][O:9][C:10](=[O:16])[CH2:11][CH2:12][CH2:13][CH2:14][CH3:15])[CH:3]=3)=[CH:27][C:24]=2[S:25][CH:26]=1)=[O:21])[CH3:18]. The catalyst class is: 179. (6) Reactant: Br[CH:2]1[CH2:6][CH2:5][N:4]([CH2:7][C:8]2[CH:13]=[CH:12][CH:11]=[CH:10][CH:9]=2)[C:3]1=[O:14].[CH3:15][O:16][C:17]1[CH:22]=[CH:21][C:20]([CH:23]2[CH2:28][CH2:27][NH:26][CH2:25][CH2:24]2)=[CH:19][CH:18]=1.CCN(C(C)C)C(C)C. Product: [CH2:7]([N:4]1[CH2:5][CH2:6][CH:2]([N:26]2[CH2:27][CH2:28][CH:23]([C:20]3[CH:19]=[CH:18][C:17]([O:16][CH3:15])=[CH:22][CH:21]=3)[CH2:24][CH2:25]2)[C:3]1=[O:14])[C:8]1[CH:13]=[CH:12][CH:11]=[CH:10][CH:9]=1. The catalyst class is: 10.